Dataset: Experimentally validated miRNA-target interactions with 360,000+ pairs, plus equal number of negative samples. Task: Binary Classification. Given a miRNA mature sequence and a target amino acid sequence, predict their likelihood of interaction. The miRNA is hsa-miR-4318 with sequence CACUGUGGGUACAUGCU. The protein sequence of the target gene is MTKLEEHLEGIVNIFHQYSVRKGHFDTLSKGELKQLLTKELANTIKNIKDKAVIDEIFQGLDANQDEQVDFQEFISLVAIALKAAHYHTHKE. Result: 0 (no interaction).